From a dataset of Reaction yield outcomes from USPTO patents with 853,638 reactions. Predict the reaction yield, written as a fraction of the theoretical maximum amount of product (1.0 means a 100% yield; for example, 0.34 means a 34% yield). (1) The reactants are [F:1][C:2]1[C:7]([F:8])=[CH:6][CH:5]=[CH:4][C:3]=1[CH:9]1[CH2:19][CH2:18][C@@H:17]([O:20][Si](C(C)C)(C(C)C)C(C)C)[C:12]2=[N:13][CH:14]=[CH:15][CH:16]=[C:11]2[C:10]1=[O:31].CCCC[N+](CCCC)(CCCC)CCCC.[F-].C(OCC)(=O)C.CCCCCC. The catalyst is O1CCCC1. The product is [F:1][C:2]1[C:7]([F:8])=[CH:6][CH:5]=[CH:4][C:3]=1[C@@H:9]1[CH2:19][CH2:18][C@@H:17]([OH:20])[C:12]2=[N:13][CH:14]=[CH:15][CH:16]=[C:11]2[C:10]1=[O:31]. The yield is 0.620. (2) The product is [CH2:1]([O:3][C:4]([C:5]1[NH:12][C:11]2[CH:10]=[CH:9][S:8][C:7]=2[CH:6]=1)=[O:15])[CH3:2]. The reactants are [CH2:1]([O:3][C:4](=[O:15])[C:5]([N:12]=[N+]=[N-])=[CH:6][C:7]1[S:8][CH:9]=[CH:10][CH:11]=1)[CH3:2].O. The catalyst is C1(C)C=CC=CC=1. The yield is 0.800. (3) The reactants are [CH2:1]([O:3][C:4]([C:6]1[C:15]2[C:10](=[CH:11][C:12]([C:16]#[C:17][C:18]3[CH:23]=[CH:22][C:21]([CH2:24][C:25]([O:27]C)=[O:26])=[C:20]([F:29])[CH:19]=3)=[CH:13][CH:14]=2)[C:9]([CH3:31])([CH3:30])[CH2:8][CH:7]=1)=[O:5])[CH3:2].[OH-].[Li+]. The catalyst is C(O)C.O1CCCC1. The product is [CH2:1]([O:3][C:4]([C:6]1[C:15]2[C:10](=[CH:11][C:12]([C:16]#[C:17][C:18]3[CH:23]=[CH:22][C:21]([CH2:24][C:25]([OH:27])=[O:26])=[C:20]([F:29])[CH:19]=3)=[CH:13][CH:14]=2)[C:9]([CH3:30])([CH3:31])[CH2:8][CH:7]=1)=[O:5])[CH3:2]. The yield is 0.270. (4) The reactants are [CH3:1][C@@:2]([OH:34])([C:30]([CH3:33])([CH3:32])[CH3:31])[C@@H:3]1[C@:8]2([O:28][CH3:29])[C@@H:9]3[O:23][C:18]4=[C:19]([OH:22])[CH:20]=[CH:21][C:16]5=[C:17]4[C@:10]43[CH2:11][CH2:12][N:13]([CH2:24][CH:25]3[CH2:27][CH2:26]3)[C@H:14]([CH2:15]5)[C@@:5]4([CH2:6][CH2:7]2)[CH2:4]1.[ClH:35]. The catalyst is C(O)C. The product is [CH3:1][C@@:2]([OH:34])([C:30]([CH3:33])([CH3:32])[CH3:31])[C@@H:3]1[C@:8]2([O:28][CH3:29])[C@@H:9]3[O:23][C:18]4=[C:19]([OH:22])[CH:20]=[CH:21][C:16]5=[C:17]4[C@:10]43[CH2:11][CH2:12][N:13]([CH2:24][CH:25]3[CH2:26][CH2:27]3)[C@H:14]([CH2:15]5)[C@@:5]4([CH2:6][CH2:7]2)[CH2:4]1.[ClH:35]. The yield is 0.960. (5) The reactants are C([N:8]1[CH:13]([C:14]2[CH:19]=[CH:18][CH:17]=[CH:16][CH:15]=2)[CH2:12][C:11]([CH3:21])([CH3:20])[N:10]2[N:22]=[CH:23][C:24]([C:25](=[O:36])[C:26]([CH3:35])([C:28]3[CH:33]=[CH:32][C:31]([CH3:34])=[CH:30][CH:29]=3)[CH3:27])=[C:9]12)C1C=CC=CC=1.C(O)C.[H][H]. The catalyst is C1COCC1.[Pd]. The product is [CH3:20][C:11]1([CH3:21])[N:10]2[N:22]=[CH:23][C:24]([C:25](=[O:36])[C:26]([CH3:27])([C:28]3[CH:33]=[CH:32][C:31]([CH3:34])=[CH:30][CH:29]=3)[CH3:35])=[C:9]2[NH:8][CH:13]([C:14]2[CH:19]=[CH:18][CH:17]=[CH:16][CH:15]=2)[CH2:12]1. The yield is 0.840.